From a dataset of Full USPTO retrosynthesis dataset with 1.9M reactions from patents (1976-2016). Predict the reactants needed to synthesize the given product. (1) Given the product [NH2:1][C@@H:2]1[CH2:7][CH2:6][CH2:5][N:4]([C:8]2[N:13]([CH2:29][C:28]3[CH:31]=[CH:32][C:33]([F:35])=[CH:34][C:27]=3[Cl:26])[C:12](=[O:23])[N:11]([CH3:24])[C:10](=[O:25])[CH:9]=2)[CH2:3]1, predict the reactants needed to synthesize it. The reactants are: [NH2:1][C@@H:2]1[CH2:7][CH2:6][CH2:5][N:4]([C:8]2[N:13](CC3C=C(F)C=CC=3Br)[C:12](=[O:23])[N:11]([CH3:24])[C:10](=[O:25])[CH:9]=2)[CH2:3]1.[Cl:26][C:27]1[CH:34]=[C:33]([F:35])[CH:32]=[CH:31][C:28]=1[CH2:29]Br. (2) Given the product [NH2:8][CH2:9][CH2:10][CH2:11][CH:12]([CH2:16][C:17]1[N:18]=[CH:19][N:20]2[C:29]3[C:24](=[CH:25][C:26]([O:30][CH2:31][CH3:32])=[CH:27][CH:28]=3)[CH2:23][CH2:22][C:21]=12)[C:13]([OH:15])=[O:14], predict the reactants needed to synthesize it. The reactants are: C(OC([NH:8][CH2:9][CH2:10][CH2:11][CH:12]([CH2:16][C:17]1[N:18]=[CH:19][N:20]2[C:29]3[C:24](=[CH:25][C:26]([O:30][CH2:31][CH3:32])=[CH:27][CH:28]=3)[CH2:23][CH2:22][C:21]=12)[C:13]([OH:15])=[O:14])=O)(C)(C)C.Cl.